Dataset: Full USPTO retrosynthesis dataset with 1.9M reactions from patents (1976-2016). Task: Predict the reactants needed to synthesize the given product. (1) Given the product [O:1]=[C:2]1[NH:8][CH2:7][CH2:6][N:5]([S:9]([C:12]2[CH:18]=[CH:17][C:15]([CH3:16])=[CH:14][CH:13]=2)(=[O:11])=[O:10])[CH:4]([CH2:19][C:20]([OH:22])=[O:21])[CH2:3]1, predict the reactants needed to synthesize it. The reactants are: [O:1]=[C:2]1[NH:8][CH2:7][CH2:6][N:5]([S:9]([C:12]2[CH:18]=[CH:17][C:15]([CH3:16])=[CH:14][CH:13]=2)(=[O:11])=[O:10])[CH:4]([CH2:19][C:20]([O:22]CC)=[O:21])[CH2:3]1.[Li+].[OH-].CCOC(C)=O. (2) Given the product [CH2:22]([NH:21][C:19]([C:18]1[C:17]([NH:16][C:13]2[CH:14]=[CH:15][C:10]([O:9][C:7]3[CH:6]=[CH:5][N:4]=[C:3]([C:59]([NH2:61])=[O:60])[CH:8]=3)=[C:11]([F:34])[CH:12]=2)=[N:33][CH:32]=[CH:31][CH:30]=1)=[O:20])[C:23]1[CH:24]=[CH:25][CH:26]=[CH:27][CH:71]=1, predict the reactants needed to synthesize it. The reactants are: Cl.N[C:3]1[CH:8]=[C:7]([O:9][C:10]2[CH:15]=[CH:14][C:13]([NH:16][C:17]3[N:33]=[CH:32][CH:31]=[CH:30][C:18]=3[C:19]([NH:21][C:22]3[CH:27]=[CH:26][C:25](F)=[CH:24][C:23]=3F)=[O:20])=[CH:12][C:11]=2[F:34])[CH:6]=[CH:5][N:4]=1.Cl.N1C2=NC=CC(OC3C=CC(NC4C([C:59]([NH:61]C5C=CC(F)=CC=5F)=[O:60])=CN=CC=4)=CC=3F)=C2C=C1.[CH2:71](NC(=O)C1C=CC=NC=1Cl)C1C=CC=CC=1. (3) Given the product [CH3:1][N:2]([CH3:13])[C:3]1[C:4]([C:10]([OH:14])=[O:11])=[N:5][C:6]([CH3:9])=[CH:7][CH:8]=1, predict the reactants needed to synthesize it. The reactants are: [CH3:1][N:2]([CH3:13])[C:3]1[C:4]([C:10](N)=[O:11])=[N:5][C:6]([CH3:9])=[CH:7][CH:8]=1.[OH-:14].[K+].Cl. (4) The reactants are: [CH3:1][C:2]1[O:3][C:4]2[C:5]([N:14]=1)=[N:6][C:7]1[CH:8]=[CH:9][CH:10]=[CH:11][C:12]=1[CH:13]=2.[S:15]([C:20]1[CH:26]=[CH:25][C:23]([CH3:24])=[CH:22][CH:21]=1)([O:18][CH3:19])(=[O:17])=[O:16]. Given the product [S:15]([C:20]1[CH:26]=[CH:25][C:23]([CH3:24])=[CH:22][CH:21]=1)([O-:18])(=[O:17])=[O:16].[CH3:1][CH:2]1[NH+:14]=[C:5]2[N:6]([CH3:19])[C:7]3[CH:8]=[CH:9][CH:10]=[CH:11][C:12]=3[CH:13]=[C:4]2[O:3]1, predict the reactants needed to synthesize it. (5) Given the product [ClH:40].[F:12][C:9]([F:10])([F:11])[C:7]1[CH:6]=[C:5]([N:13]([CH3:37])[C:14]([N:16]([C@@H:17]2[C@@H:21]([C:22]3[CH:23]=[CH:24][C:25]([F:28])=[CH:26][CH:27]=3)[CH2:20][NH:19][CH2:18]2)[CH3:36])=[O:15])[CH:4]=[C:3]([C:2]([F:39])([F:1])[F:38])[CH:8]=1, predict the reactants needed to synthesize it. The reactants are: [F:1][C:2]([F:39])([F:38])[C:3]1[CH:4]=[C:5]([N:13]([CH3:37])[C:14]([N:16]([CH3:36])[C@@H:17]2[C@@H:21]([C:22]3[CH:27]=[CH:26][C:25]([F:28])=[CH:24][CH:23]=3)[CH2:20][N:19](C(OC(C)(C)C)=O)[CH2:18]2)=[O:15])[CH:6]=[C:7]([C:9]([F:12])([F:11])[F:10])[CH:8]=1.[ClH:40].CC(O)C. (6) Given the product [CH:1]([C:4]1[CH:5]=[CH:6][C:7]([CH:10]2[C:14]3[C:15]([CH3:29])=[C:16]([NH:21][CH2:22][C:24]4[S:25][CH:26]=[CH:27][CH:28]=4)[C:17]([CH3:20])=[C:18]([CH3:19])[C:13]=3[O:12][C:11]2([CH3:31])[CH3:30])=[CH:8][CH:9]=1)([CH3:3])[CH3:2], predict the reactants needed to synthesize it. The reactants are: [CH:1]([C:4]1[CH:9]=[CH:8][C:7]([CH:10]2[C:14]3[C:15]([CH3:29])=[C:16]([NH:21][C:22]([C:24]4[S:25][CH:26]=[CH:27][CH:28]=4)=O)[C:17]([CH3:20])=[C:18]([CH3:19])[C:13]=3[O:12][C:11]2([CH3:31])[CH3:30])=[CH:6][CH:5]=1)([CH3:3])[CH3:2].